From a dataset of Catalyst prediction with 721,799 reactions and 888 catalyst types from USPTO. Predict which catalyst facilitates the given reaction. (1) Reactant: [OH-].[Na+].C[O:4][C:5]([C:7]1[CH:17]=[C:16]([O:18][C:19]2[CH:24]=[CH:23][C:22]([C:25]([N:27]3[CH2:30][CH2:29][CH2:28]3)=[O:26])=[CH:21][CH:20]=2)[C:10]2[CH2:11][C:12]([CH3:15])([CH3:14])[O:13][C:9]=2[CH:8]=1)=[O:6]. Product: [N:27]1([C:25]([C:22]2[CH:21]=[CH:20][C:19]([O:18][C:16]3[C:10]4[CH2:11][C:12]([CH3:15])([CH3:14])[O:13][C:9]=4[CH:8]=[C:7]([C:5]([OH:6])=[O:4])[CH:17]=3)=[CH:24][CH:23]=2)=[O:26])[CH2:30][CH2:29][CH2:28]1. The catalyst class is: 5. (2) Reactant: Cl[C:2]1[N:7]=[C:6](Cl)[C:5]([CH2:9]Cl)=[C:4]([CH3:11])[N:3]=1.[C:12]([O-:15])([O-])=O.[K+].[K+].[CH3:18][NH:19][C@@H:20]1[C:29]2[C:24](=[CH:25][CH:26]=[CH:27][CH:28]=2)[CH2:23][CH2:22][CH2:21]1.O.[CH3:31][CH2:32]O. Product: [CH2:25]([C:24]1[CH:29]=[CH:20][CH:21]=[C:22]([CH2:32][CH3:31])[C:23]=1[C:2]1[N:7]=[C:6]([O:15][CH3:12])[C:5]([CH2:9][N:19]([CH3:18])[CH:20]2[C:29]3[C:24](=[CH:25][CH:26]=[CH:27][CH:28]=3)[CH2:23][CH2:22][CH2:21]2)=[C:4]([CH3:11])[N:3]=1)[CH3:26]. The catalyst class is: 25.